The task is: Predict which catalyst facilitates the given reaction.. This data is from Catalyst prediction with 721,799 reactions and 888 catalyst types from USPTO. (1) Reactant: [O:1]=[C:2]1[CH2:7][CH2:6][N:5]([C:8]([O:10][C:11]([CH3:14])([CH3:13])[CH3:12])=[O:9])[CH2:4][CH2:3]1.N1CCCC1.O[C:21]1[CH:26]=[CH:25][CH:24]=[CH:23][C:22]=1[C:27](=[O:29])[CH3:28]. Product: [O:29]=[C:27]1[C:22]2[C:21](=[CH:26][CH:25]=[CH:24][CH:23]=2)[O:1][C:2]2([CH2:3][CH2:4][N:5]([C:8]([O:10][C:11]([CH3:14])([CH3:13])[CH3:12])=[O:9])[CH2:6][CH2:7]2)[CH2:28]1. The catalyst class is: 5. (2) Reactant: Cl.[CH3:2][C:3]1[CH:8]=[CH:7][N:6]=[C:5]([O:9][C:10]2[CH:15]=[CH:14][CH:13]=[C:12]([CH:16]=[C:17]3[CH2:22][CH2:21][NH:20][CH2:19][CH2:18]3)[CH:11]=2)[CH:4]=1.C1([O:29][C:30](=O)[NH:31][C:32]2[CH:33]=[N:34][CH:35]=[CH:36][CH:37]=2)C=CC=CC=1.NC1C=NC=CC=1.C(N(CC)CC)C. Product: [CH3:2][C:3]1[CH:8]=[CH:7][N:6]=[C:5]([O:9][C:10]2[CH:11]=[C:12]([CH:13]=[CH:14][CH:15]=2)[CH:16]=[C:17]2[CH2:22][CH2:21][N:20]([C:30]([NH:31][C:32]3[CH:33]=[N:34][CH:35]=[CH:36][CH:37]=3)=[O:29])[CH2:19][CH2:18]2)[CH:4]=1. The catalyst class is: 10.